Dataset: Full USPTO retrosynthesis dataset with 1.9M reactions from patents (1976-2016). Task: Predict the reactants needed to synthesize the given product. (1) Given the product [NH2:13][C:4]1[C:5]([O:11][CH3:12])=[C:6]([C:8](=[O:10])[CH3:9])[CH:7]=[C:2]([Br:1])[CH:3]=1, predict the reactants needed to synthesize it. The reactants are: [Br:1][C:2]1[CH:3]=[C:4]([N+:13]([O-])=O)[C:5]([O:11][CH3:12])=[C:6]([C:8](=[O:10])[CH3:9])[CH:7]=1.Cl. (2) The reactants are: [Br:1][C:2]1[CH:3]=[CH:4][C:5]([F:21])=[C:6]([C@@:8]([NH:14][S@@:15]([C:17]([CH3:20])([CH3:19])[CH3:18])=[O:16])([CH2:11][CH2:12][OH:13])[CH2:9][F:10])[CH:7]=1.CC(OI1(OC(C)=O)(OC(C)=O)OC(=O)C2C=CC=CC1=2)=O. Given the product [Br:1][C:2]1[CH:3]=[CH:4][C:5]([F:21])=[C:6]([C@@:8]([NH:14][S@@:15]([C:17]([CH3:19])([CH3:18])[CH3:20])=[O:16])([CH2:11][CH:12]=[O:13])[CH2:9][F:10])[CH:7]=1, predict the reactants needed to synthesize it. (3) Given the product [OH:1][CH:2]([CH2:3][N:35]1[CH2:36][CH:28]2[N:27]([C:18]3[CH:19]=[CH:20][C:21]4[C:26](=[CH:25][CH:24]=[CH:23][CH:22]=4)[CH:17]=3)[CH2:34][CH:33]1[CH2:32][CH:31]=[CH:30][CH2:29]2)[CH2:4][O:5][C:6]1[CH:15]=[CH:14][CH:13]=[C:12]2[C:7]=1[CH2:8][CH2:9][C:10](=[O:16])[NH:11]2, predict the reactants needed to synthesize it. The reactants are: [O:1]1[CH2:3][C@H:2]1[CH2:4][O:5][C:6]1[CH:15]=[CH:14][CH:13]=[C:12]2[C:7]=1[CH2:8][CH2:9][C:10](=[O:16])[NH:11]2.[CH:17]1[C:26]2[C:21](=[CH:22][CH:23]=[CH:24][CH:25]=2)[CH:20]=[CH:19][C:18]=1[N:27]1[CH2:34][C@H:33]2[NH:35][CH2:36][C@@H:28]1[CH2:29][CH:30]=[CH:31][CH2:32]2.C(O)C.CCN(C(C)C)C(C)C. (4) Given the product [N:14]([C:17]1[CH:18]=[CH:19][C:20]([CH2:21][O:22][C:23]([NH:25][CH2:26][C@@H:27]([S:42][S:43][CH3:44])[CH2:28][CH2:29][C@H:30]([NH:34][C:35]([O:37][C:38]([CH3:39])([CH3:40])[CH3:41])=[O:36])[C:31]([O:33][CH2:2][C:1]#[N:4])=[O:32])=[O:24])=[CH:45][CH:46]=1)=[N+:15]=[N-:16], predict the reactants needed to synthesize it. The reactants are: [CH:1]([N:4](CC)C(C)C)(C)[CH3:2].BrCC#N.[N:14]([C:17]1[CH:46]=[CH:45][C:20]([CH2:21][O:22][C:23]([NH:25][CH2:26][C@@H:27]([S:42][S:43][CH3:44])[CH2:28][CH2:29][C@H:30]([NH:34][C:35]([O:37][C:38]([CH3:41])([CH3:40])[CH3:39])=[O:36])[C:31]([OH:33])=[O:32])=[O:24])=[CH:19][CH:18]=1)=[N+:15]=[N-:16]. (5) Given the product [C:10]([O:14][C:15](=[O:16])[NH:17][CH2:18][CH2:19][CH2:20][CH2:21][CH2:22][C:23](=[O:24])[NH:9][CH2:1][CH2:2][C:3]1[CH:8]=[CH:7][CH:6]=[CH:5][CH:4]=1)([CH3:13])([CH3:11])[CH3:12], predict the reactants needed to synthesize it. The reactants are: [CH2:1]([NH2:9])[CH2:2][C:3]1[CH:8]=[CH:7][CH:6]=[CH:5][CH:4]=1.[C:10]([O:14][C:15]([NH:17][CH2:18][CH2:19][CH2:20][CH2:21][CH2:22][C:23](O)=[O:24])=[O:16])([CH3:13])([CH3:12])[CH3:11].ON1C2C=CC=CC=2N=N1.Cl.CN(C)CCCN=C=NCC.